Dataset: Full USPTO retrosynthesis dataset with 1.9M reactions from patents (1976-2016). Task: Predict the reactants needed to synthesize the given product. (1) Given the product [Cl:1][C:2]1[CH:3]=[C:4]([CH:8]=[C:9]([NH:13][CH3:12])[N:10]=1)[C:5]([OH:7])=[O:6], predict the reactants needed to synthesize it. The reactants are: [Cl:1][C:2]1[CH:3]=[C:4]([CH:8]=[C:9](Cl)[N:10]=1)[C:5]([OH:7])=[O:6].[CH3:12][NH2:13].Cl. (2) Given the product [Cl:22][C:12]1[CH:11]=[C:18]([NH:19][C:2]2[N:1]=[C:8]([Cl:9])[N:7]=[C:5]([Cl:6])[N:4]=2)[CH:17]=[CH:16][C:13]=1[O:14][CH3:15], predict the reactants needed to synthesize it. The reactants are: [N:1]1[C:8]([Cl:9])=[N:7][C:5]([Cl:6])=[N:4][C:2]=1Cl.Cl[C:11]1[CH:12]=[C:13]([CH:16]=[CH:17][C:18]=1[NH2:19])[O:14][CH3:15].[OH-].[Na+].[ClH:22].